From a dataset of Reaction yield outcomes from USPTO patents with 853,638 reactions. Predict the reaction yield, written as a fraction of the theoretical maximum amount of product (1.0 means a 100% yield; for example, 0.34 means a 34% yield). (1) The reactants are [C:1]([C:3]1[C:4]([C:20]([F:23])([F:22])[F:21])=[C:5]2[C:9](=[CH:10][CH:11]=1)[N:8]([CH2:12][C:13](=[NH:16])[NH:14][OH:15])[C:7]([CH2:17][CH2:18][CH3:19])=[CH:6]2)#[N:2].[Cl:24][C:25]1[C:30]([C:31](Cl)=O)=[CH:29][CH:28]=[CH:27][N:26]=1.C(N(CC)CC)C. The catalyst is C(#N)C. The product is [Cl:24][C:25]1[C:30]([C:31]2[O:15][N:14]=[C:13]([CH2:12][N:8]3[C:9]4[C:5](=[C:4]([C:20]([F:22])([F:23])[F:21])[C:3]([C:1]#[N:2])=[CH:11][CH:10]=4)[CH:6]=[C:7]3[CH2:17][CH2:18][CH3:19])[N:16]=2)=[CH:29][CH:28]=[CH:27][N:26]=1. The yield is 0.400. (2) The reactants are I[CH2:2][CH3:3].[Cl:4][C:5]1[N:13]=[C:12]2[C:8]([NH:9][C:10](=[O:19])[N:11]2[CH:14]2[CH2:18][CH2:17][CH2:16][CH2:15]2)=[CH:7][N:6]=1.[H-].[Na+].CCCC(C)C. The catalyst is CC(N(C)C)=O.O. The product is [Cl:4][C:5]1[N:13]=[C:12]2[C:8]([N:9]([CH2:2][CH3:3])[C:10](=[O:19])[N:11]2[CH:14]2[CH2:18][CH2:17][CH2:16][CH2:15]2)=[CH:7][N:6]=1. The yield is 0.750. (3) The yield is 0.640. The reactants are [OH:1][C:2]1[C:9]([O:10][CH3:11])=[CH:8][CH:7]=[C:6]([Br:12])[C:3]=1C=O.[OH:13]O. The catalyst is [OH-].[Na+]. The product is [Br:12][C:6]1[CH:7]=[CH:8][C:9]([O:10][CH3:11])=[C:2]([OH:1])[C:3]=1[OH:13]. (4) The reactants are [H-].[Na+].[CH3:3][C:4]1[CH:8]=[C:7]([C:9]([O:11][CH2:12][CH3:13])=[O:10])[NH:6][N:5]=1.FC(F)(F)S(O[CH2:20][C:21]([F:24])([F:23])[F:22])(=O)=O.Cl. The catalyst is CN(C)C=O. The product is [CH3:3][C:4]1[CH:8]=[C:7]([C:9]([O:11][CH2:12][CH3:13])=[O:10])[N:6]([CH2:20][C:21]([F:24])([F:23])[F:22])[N:5]=1. The yield is 0.230. (5) The reactants are [Br:1][C:2]1[CH:3]=[CH:4][C:5]2[O:9][C:8]([C:10]3[CH:15]=[CH:14][C:13]([F:16])=[CH:12][CH:11]=3)=[C:7]([C:17]([O:19][CH3:20])=[O:18])[C:6]=2[CH:21]=1.[N+:22]([O-])([OH:24])=[O:23]. The catalyst is C(Cl)(Cl)Cl. The product is [Br:1][C:2]1[C:3]([N+:22]([O-:24])=[O:23])=[CH:4][C:5]2[O:9][C:8]([C:10]3[CH:11]=[CH:12][C:13]([F:16])=[CH:14][CH:15]=3)=[C:7]([C:17]([O:19][CH3:20])=[O:18])[C:6]=2[CH:21]=1. The yield is 0.700. (6) The reactants are [Cl:1][C:2]1[N:10]=[C:9]2[C:5]([NH:6][CH:7]=[N:8]2)=[C:4]([Cl:11])[N:3]=1.O[C@@H:13]1[CH2:17][CH2:16][N:15]([C:18]([O:20][C:21]([CH3:24])([CH3:23])[CH3:22])=[O:19])[CH2:14]1.C1(P(C2C=CC=CC=2)C2C=CC=CC=2)C=CC=CC=1.N(C(OC(C)C)=O)=NC(OC(C)C)=O. The catalyst is O1CCCC1. The product is [Cl:1][C:2]1[N:10]=[C:9]2[C:5]([N:6]=[CH:7][N:8]2[C@H:17]2[CH2:13][CH2:14][N:15]([C:18]([O:20][C:21]([CH3:24])([CH3:23])[CH3:22])=[O:19])[CH2:16]2)=[C:4]([Cl:11])[N:3]=1. The yield is 0.920. (7) The reactants are [NH2:1][C:2]1[C:7]([Cl:8])=[C:6]([CH3:9])[N:5]=[C:4]([CH3:10])[N:3]=1.[H-].[Na+].[CH2:13]([O:20][C:21]1[CH:28]=[CH:27][C:24]([CH2:25]Cl)=[CH:23][CH:22]=1)[C:14]1[CH:19]=[CH:18][CH:17]=[CH:16][CH:15]=1.O. The catalyst is CN1CCCC1=O. The product is [ClH:8].[CH2:13]([O:20][C:21]1[CH:22]=[CH:23][C:24]([CH2:25][NH:1][C:2]2[C:7]([Cl:8])=[C:6]([CH3:9])[N:5]=[C:4]([CH3:10])[N:3]=2)=[CH:27][CH:28]=1)[C:14]1[CH:15]=[CH:16][CH:17]=[CH:18][CH:19]=1. The yield is 0.630. (8) The reactants are [ClH:1].[NH2:2][C@H:3]([C:9]([OH:11])=[O:10])[CH2:4][CH2:5][CH2:6][CH2:7][NH2:8].[CH3:12]O. No catalyst specified. The product is [ClH:1].[ClH:1].[CH3:12][O:10][C:9](=[O:11])[C@H:3]([CH2:4][CH2:5][CH2:6][CH2:7][NH2:8])[NH2:2]. The yield is 0.916. (9) The reactants are C([Zn]CC)C.Br[CH2:7][CH2:8][C:9]1[CH:14]=[CH:13][CH:12]=[CH:11][CH:10]=1.[C:15]1([NH:21][C:22]([C:24]2[N:28]3[N:29]=[C:30](Cl)[CH:31]=[CH:32][C:27]3=[N:26][CH:25]=2)=[O:23])[CH:20]=[CH:19][CH:18]=[CH:17][CH:16]=1.CO. The catalyst is O1CCOCC1.[Ni](Cl)Cl.C1(P(C2C=CC=CC=2)CCCP(C2C=CC=CC=2)C2C=CC=CC=2)C=CC=CC=1. The product is [C:15]1([NH:21][C:22]([C:24]2[N:28]3[N:29]=[C:30]([CH2:7][CH2:8][C:9]4[CH:14]=[CH:13][CH:12]=[CH:11][CH:10]=4)[CH:31]=[CH:32][C:27]3=[N:26][CH:25]=2)=[O:23])[CH:16]=[CH:17][CH:18]=[CH:19][CH:20]=1. The yield is 0.0700. (10) The reactants are [I:1][C:2]1[CH:12]=[N:11][C:5]2[NH:6][CH2:7][C:8](=[O:10])[NH:9][C:4]=2[CH:3]=1.[Cl:13][C:14]1[CH:21]=[CH:20][C:19]([C:22]([F:25])([F:24])[F:23])=[CH:18][C:15]=1[CH2:16]Br. No catalyst specified. The product is [Cl:13][C:14]1[CH:21]=[CH:20][C:19]([C:22]([F:23])([F:24])[F:25])=[CH:18][C:15]=1[CH2:16][N:9]1[C:8](=[O:10])[CH2:7][NH:6][C:5]2[N:11]=[CH:12][C:2]([I:1])=[CH:3][C:4]1=2. The yield is 0.390.